From a dataset of Forward reaction prediction with 1.9M reactions from USPTO patents (1976-2016). Predict the product of the given reaction. (1) Given the reactants [CH3:1][N:2]([CH3:14])[CH2:3][C:4]1[CH:9]=[C:8]([CH3:10])[C:7]([OH:11])=[C:6]([O:12][CH3:13])[CH:5]=1.[CH3:15][I:16], predict the reaction product. The product is: [I-:16].[CH3:14][N+:2]([CH3:15])([CH3:1])[CH2:3][C:4]1[CH:9]=[C:8]([CH3:10])[C:7]([OH:11])=[C:6]([O:12][CH3:13])[CH:5]=1. (2) Given the reactants [C:1]1([CH3:16])[CH:6]=[CH:5][CH:4]=[C:3]([C:7]2[O:8][C:9]3[CH2:14][CH2:13][NH:12][CH2:11][C:10]=3[N:15]=2)[CH:2]=1.Br[C:18]1[CH:23]=[CH:22][CH:21]=[CH:20][N:19]=1.C1C=CC(P(C2C(C3C(P(C4C=CC=CC=4)C4C=CC=CC=4)=CC=C4C=3C=CC=C4)=C3C(C=CC=C3)=CC=2)C2C=CC=CC=2)=CC=1.C(O[Na])(C)(C)C, predict the reaction product. The product is: [N:19]1[CH:20]=[CH:21][CH:22]=[CH:23][C:18]=1[N:12]1[CH2:13][CH2:14][C:9]2[O:8][C:7]([C:3]3[CH:2]=[C:1]([CH3:16])[CH:6]=[CH:5][CH:4]=3)=[N:15][C:10]=2[CH2:11]1. (3) Given the reactants [NH:1]1[C:10]2[C:5](=[CH:6][CH:7]=[CH:8][CH:9]=2)[C:4]2([CH2:15][CH2:14][NH:13][CH2:12][CH2:11]2)[NH:3][C:2]1=[O:16].Cl[C:18]1[N:23]=[CH:22][N:21]=[C:20]([C:24]([C:26]2[CH:36]=[C:35]([CH3:37])[C:29]3[N:30]([CH3:34])[C:31](=[O:33])[O:32][C:28]=3[CH:27]=2)=[O:25])[CH:19]=1.CCN(C(C)C)C(C)C, predict the reaction product. The product is: [CH3:34][N:30]1[C:29]2[C:35]([CH3:37])=[CH:36][C:26]([C:24]([C:20]3[CH:19]=[C:18]([N:13]4[CH2:12][CH2:11][C:4]5([C:5]6[C:10](=[CH:9][CH:8]=[CH:7][CH:6]=6)[NH:1][C:2](=[O:16])[NH:3]5)[CH2:15][CH2:14]4)[N:23]=[CH:22][N:21]=3)=[O:25])=[CH:27][C:28]=2[O:32][C:31]1=[O:33]. (4) Given the reactants [C:1]([O:5][C:6]([NH:8][C@@H:9]1[CH2:11][C@H:10]1[C:12]1[CH:13]=[C:14]([C:17]([OH:19])=O)[S:15][CH:16]=1)=[O:7])([CH3:4])([CH3:3])[CH3:2].[CH3:20][C:21]1[S:25][C:24]([NH2:26])=[N:23][N:22]=1.C(N(CC)CC)C.F[P-](F)(F)(F)(F)F.N1(OC(N(C)C)=[N+](C)C)C2N=CC=CC=2N=N1, predict the reaction product. The product is: [C:1]([O:5][C:6](=[O:7])[NH:8][C@@H:9]1[CH2:11][C@H:10]1[C:12]1[CH:13]=[C:14]([C:17](=[O:19])[NH:26][C:24]2[S:25][C:21]([CH3:20])=[N:22][N:23]=2)[S:15][CH:16]=1)([CH3:2])([CH3:3])[CH3:4]. (5) The product is: [CH3:7][O:6][CH:3]([O:2][CH3:1])/[CH:4]=[C:11](\[CH2:12][CH2:13][CH2:14][CH2:15][CH3:16])/[C:9](=[O:8])[CH3:10]. Given the reactants [CH3:1][O:2][CH:3]([O:6][CH3:7])[CH:4]=O.[O:8]=[C:9]([CH:11](P(=O)(OCC)OCC)[CH2:12][CH2:13][CH2:14][CH2:15][CH3:16])[CH3:10], predict the reaction product. (6) Given the reactants [CH3:1][O:2][C:3]1[CH:4]=[CH:5][C:6]2[O:11][CH2:10][C:9](=[O:12])[NH:8][C:7]=2[CH:13]=1.[H-].[Na+].CS(O[CH2:21][CH2:22][C@H:23]1[CH2:28][CH2:27][C@H:26]([NH:29][C:30]([O:32][C:33]([CH3:36])([CH3:35])[CH3:34])=[O:31])[CH2:25][CH2:24]1)(=O)=O.C(OC(=O)NC1CCN(CCN2C3C(=CC=C(OC)C=3)C=CC2=O)CC1)(C)(C)C, predict the reaction product. The product is: [C:33]([O:32][C:30](=[O:31])[NH:29][C@H:26]1[CH2:25][CH2:24][C@H:23]([CH2:22][CH2:21][N:8]2[C:7]3[CH:13]=[C:3]([O:2][CH3:1])[CH:4]=[CH:5][C:6]=3[O:11][CH2:10][C:9]2=[O:12])[CH2:28][CH2:27]1)([CH3:36])([CH3:35])[CH3:34].